Dataset: Full USPTO retrosynthesis dataset with 1.9M reactions from patents (1976-2016). Task: Predict the reactants needed to synthesize the given product. (1) The reactants are: C[O:2][C:3]([C:5]1[C:18]2[C:9](=[N:10][C:11]3[C:16]([N:17]=2)=[C:15]2[CH:19]=[CH:20][CH:21]=[C:22]([O:23][CH3:24])[C:14]2=[CH:13][CH:12]=3)[CH:8]=[CH:7][CH:6]=1)=O.[CH3:25][N:26]([CH3:31])[CH2:27][CH:28]([NH2:30])[CH3:29]. Given the product [CH3:25][N:26]([CH3:31])[CH2:27][CH:28]([NH:30][C:3]([C:5]1[C:18]2[C:9](=[N:10][C:11]3[C:16]([N:17]=2)=[C:15]2[CH:19]=[CH:20][CH:21]=[C:22]([O:23][CH3:24])[C:14]2=[CH:13][CH:12]=3)[CH:8]=[CH:7][CH:6]=1)=[O:2])[CH3:29], predict the reactants needed to synthesize it. (2) The reactants are: C(N(CC)CC)C.[CH3:8][C@:9]12[C:15]([CH3:17])([CH3:16])[C@H:12]([CH2:13][CH2:14]1)[CH:11]([C:18](Cl)=[O:19])[C:10]2=[O:21].[C:22]([O:26][C:27]([NH:29][NH:30][C:31]1[CH:36]=[CH:35][C:34]([F:37])=[CH:33][C:32]=1[Cl:38])=[O:28])([CH3:25])([CH3:24])[CH3:23].O. Given the product [C:22]([O:26][C:27]([NH:29][N:30]([C:31]1[CH:36]=[CH:35][C:34]([F:37])=[CH:33][C:32]=1[Cl:38])[C:18]([CH:11]1[C:10](=[O:21])[C@@:9]2([CH3:8])[C:15]([CH3:17])([CH3:16])[C@@H:12]1[CH2:13][CH2:14]2)=[O:19])=[O:28])([CH3:25])([CH3:23])[CH3:24], predict the reactants needed to synthesize it. (3) Given the product [F:1][C:2]1[CH:3]=[CH:4][C:5]([S:8][CH2:9][C:10]([NH:12][CH2:13][CH2:14][CH2:15][CH2:16][CH2:17][C:18]([NH:41][C:38]2[S:39][CH:40]=[C:36]([C:33]3[CH:34]=[CH:35][C:30]([O:29][CH2:28][CH2:27][N:24]4[CH2:25][CH2:26][O:21][CH2:22][CH2:23]4)=[CH:31][CH:32]=3)[N:37]=2)=[O:20])=[O:11])=[CH:6][CH:7]=1, predict the reactants needed to synthesize it. The reactants are: [F:1][C:2]1[CH:7]=[CH:6][C:5]([S:8][CH2:9][C:10]([NH:12][CH2:13][CH2:14][CH2:15][CH2:16][CH2:17][C:18]([OH:20])=O)=[O:11])=[CH:4][CH:3]=1.[O:21]1[CH2:26][CH2:25][N:24]([CH2:27][CH2:28][O:29][C:30]2[CH:35]=[CH:34][C:33]([C:36]3[N:37]=[C:38]([NH2:41])[S:39][CH:40]=3)=[CH:32][CH:31]=2)[CH2:23][CH2:22]1.F[P-](F)(F)(F)(F)F.N1(O[P+](N(C)C)(N(C)C)N(C)C)C2C=CC=CC=2N=N1.C(N(CC)CC)C.C(OC(NC1C=CC(SCC(NCCCCCC(O)=O)=O)=CC=1)=O)(C)(C)C.